Predict the product of the given reaction. From a dataset of Forward reaction prediction with 1.9M reactions from USPTO patents (1976-2016). (1) Given the reactants [C:1]([C:3]1[CH:8]=[CH:7][C:6]([N:9]([CH2:14][C:15]([F:18])([F:17])[F:16])[CH2:10][C:11](O)=[O:12])=[CH:5][C:4]=1[C:19]([F:22])([F:21])[F:20])#[N:2].CCN=C=NCCCN(C)C.Cl.[CH3:35][C:36]1[CH:37]=[C:38]([CH:43]=[CH:44][CH:45]=1)[C:39]([NH:41][NH2:42])=[O:40], predict the reaction product. The product is: [C:1]([C:3]1[CH:8]=[CH:7][C:6]([N:9]([CH2:10][C:11]([NH:42][NH:41][C:39](=[O:40])[C:38]2[CH:43]=[CH:44][CH:45]=[C:36]([CH3:35])[CH:37]=2)=[O:12])[CH2:14][C:15]([F:16])([F:17])[F:18])=[CH:5][C:4]=1[C:19]([F:20])([F:22])[F:21])#[N:2]. (2) Given the reactants C[O:2][C:3](=O)[CH2:4][C:5](=O)[CH3:6].Br[CH2:10][C:11]([C:13]1[CH:18]=[C:17]([F:19])[CH:16]=[CH:15][C:14]=1[O:20][CH3:21])=O.[CH2:22]([NH2:30])[CH2:23][C:24]1[CH:29]=[CH:28][CH:27]=[CH:26][CH:25]=1.[CH:31]1([NH2:37])[CH2:36][CH2:35][CH2:34][CH2:33][CH2:32]1, predict the reaction product. The product is: [CH:31]1([NH:37][C:3]([C:4]2[CH:10]=[C:11]([C:13]3[CH:18]=[C:17]([F:19])[CH:16]=[CH:15][C:14]=3[O:20][CH3:21])[N:30]([CH2:22][CH2:23][C:24]3[CH:29]=[CH:28][CH:27]=[CH:26][CH:25]=3)[C:5]=2[CH3:6])=[O:2])[CH2:36][CH2:35][CH2:34][CH2:33][CH2:32]1. (3) The product is: [C:1]([O:5][C:6](=[O:34])[CH:7]([CH2:19][C:20]1[CH:25]=[CH:24][N:23]=[C:22]([NH:26][C:27]([O:29][C:30]([CH3:33])([CH3:32])[CH3:31])=[O:28])[CH:21]=1)[CH2:8][C:9]([OH:11])=[O:10])([CH3:4])([CH3:3])[CH3:2]. Given the reactants [C:1]([O:5][C:6](=[O:34])[C:7](=[CH:19][C:20]1[CH:25]=[CH:24][N:23]=[C:22]([NH:26][C:27]([O:29][C:30]([CH3:33])([CH3:32])[CH3:31])=[O:28])[CH:21]=1)[CH2:8][C:9]([O:11]CC1C=CC=CC=1)=[O:10])([CH3:4])([CH3:3])[CH3:2], predict the reaction product. (4) Given the reactants C(=O)(OC[CH:5]([CH2:23]C1C=CC=CC=1)[NH:6][C:7]([CH:9]1[CH2:14][CH2:13][N:12]([C:15]2[C:20]([Cl:21])=[CH:19][N:18]=[CH:17][C:16]=2[Cl:22])[CH2:11][CH2:10]1)=[O:8])N.C[Si](I)(C)C.C(#[N:38])C, predict the reaction product. The product is: [NH2:38][CH2:23][CH2:5][NH:6][C:7]([CH:9]1[CH2:10][CH2:11][N:12]([C:15]2[C:16]([Cl:22])=[CH:17][N:18]=[CH:19][C:20]=2[Cl:21])[CH2:13][CH2:14]1)=[O:8]. (5) Given the reactants [CH2:1]([O:3][C:4](=[O:18])/[C:5](/[N:15]=[N+]=[N-])=[CH:6]/[C:7]1[CH:12]=[CH:11][C:10]([CH3:13])=[C:9]([F:14])[CH:8]=1)[CH3:2], predict the reaction product. The product is: [CH2:1]([O:3][C:4]([C:5]1[NH:15][C:12]2[C:7]([CH:6]=1)=[CH:8][C:9]([F:14])=[C:10]([CH3:13])[CH:11]=2)=[O:18])[CH3:2]. (6) Given the reactants Cl.[F:2][C:3]([F:29])([F:28])[C:4]1[CH:5]=[C:6]([CH:21]=[C:22]([C:24]([F:27])([F:26])[F:25])[CH:23]=1)[CH2:7][O:8][C@H:9]1[CH2:14][CH2:13][NH:12][CH2:11][C@H:10]1[C:15]1[CH:20]=[CH:19][CH:18]=[CH:17][CH:16]=1.C(N(C(C)C)CC)(C)C.[Cl:39][CH2:40][C:41](Cl)=[O:42].[I-].[Na+].[C:46]([N:49]1[CH2:54][CH2:53][NH:52][CH2:51][CH2:50]1)(=[O:48])[CH3:47], predict the reaction product. The product is: [ClH:39].[C:46]([N:49]1[CH2:54][CH2:53][N:52]([CH2:40][C:41]([N:12]2[CH2:13][CH2:14][C@H:9]([O:8][CH2:7][C:6]3[CH:21]=[C:22]([C:24]([F:27])([F:25])[F:26])[CH:23]=[C:4]([C:3]([F:2])([F:28])[F:29])[CH:5]=3)[C@H:10]([C:15]3[CH:16]=[CH:17][CH:18]=[CH:19][CH:20]=3)[CH2:11]2)=[O:42])[CH2:51][CH2:50]1)(=[O:48])[CH3:47]. (7) Given the reactants [OH:1][C:2]1[CH:11]=[CH:10][C:5]([C:6]([O:8][CH3:9])=[O:7])=[CH:4][CH:3]=1.ClC1C=[C:17]([I:19])[CH:16]=[CH:15]N=1.C(=O)([O-])[O-].[K+].[K+].[CH3:26][N:27]([CH:29]=O)C, predict the reaction product. The product is: [I:19][C:17]1[CH:16]=[CH:15][C:26]([O:1][C:2]2[CH:3]=[CH:4][C:5]([C:6]([O:8][CH3:9])=[O:7])=[CH:10][CH:11]=2)=[N:27][CH:29]=1. (8) Given the reactants [Cl:1][C:2]1[CH:12]=[CH:11][C:5]([O:6][CH2:7][C:8]([OH:10])=[O:9])=[C:4]([C:13]#[CH:14])[CH:3]=1.Br[C:16]1[CH:31]=[CH:30][C:19]2[C:20](=[O:29])[N:21]([C:25]([CH3:28])([CH3:27])[CH3:26])[S:22](=[O:24])(=[O:23])[C:18]=2[CH:17]=1.C(N(CC)CC)C.CCOC(C)=O, predict the reaction product. The product is: [C:25]([N:21]1[C:20](=[O:29])[C:19]2[CH:30]=[CH:31][C:16]([C:14]#[C:13][C:4]3[CH:3]=[C:2]([Cl:1])[CH:12]=[CH:11][C:5]=3[O:6][CH2:7][C:8]([OH:10])=[O:9])=[CH:17][C:18]=2[S:22]1(=[O:23])=[O:24])([CH3:28])([CH3:26])[CH3:27].